Dataset: Catalyst prediction with 721,799 reactions and 888 catalyst types from USPTO. Task: Predict which catalyst facilitates the given reaction. (1) Reactant: C(N(CC)CC)C.Cl.[F:9][C:10]1([F:16])[CH2:15][CH2:14][CH2:13][NH:12][CH2:11]1.Br[CH2:18][C:19]([O:21]CC1C=CC=CC=1)=[O:20]. Product: [F:9][C:10]1([F:16])[CH2:15][CH2:14][CH2:13][N:12]([CH2:18][C:19]([OH:21])=[O:20])[CH2:11]1. The catalyst class is: 2. (2) Reactant: [CH2:1]([N:8]1[C@@H:13]2[C@H:14]([C:16]#[N:17])[CH2:15][C@@:9]1([C:19]1[CH:24]=[CH:23][CH:22]=[CH:21][CH:20]=1)[C:10](=[O:18])[CH:11]=[CH:12]2)[C:2]1[CH:7]=[CH:6][CH:5]=[CH:4][CH:3]=1. Product: [CH2:1]([N:8]1[C@@H:13]2[C@H:14]([C:16]#[N:17])[CH2:15][C@@:9]1([C:19]1[CH:24]=[CH:23][CH:22]=[CH:21][CH:20]=1)[C:10](=[O:18])[CH2:11][CH2:12]2)[C:2]1[CH:3]=[CH:4][CH:5]=[CH:6][CH:7]=1. The catalyst class is: 293. (3) Reactant: [F:1][C:2]1([F:29])[CH2:7][CH2:6][N:5]([C:8]([C:10]2[NH:11][C:12]3[C:17]([CH:18]=2)=[CH:16][C:15]([C:19]([N:21]2[CH2:25][CH2:24][CH:23]([N:26]([CH3:28])[CH3:27])[CH2:22]2)=[O:20])=[CH:14][CH:13]=3)=[O:9])[CH2:4][CH2:3]1.[F:30][C:31]([F:42])([F:41])[C:32]1[CH:33]=[C:34](B(O)O)[CH:35]=[CH:36][CH:37]=1.N1C=CC=CC=1. Product: [F:29][C:2]1([F:1])[CH2:7][CH2:6][N:5]([C:8]([C:10]2[N:11]([C:36]3[CH:35]=[CH:34][CH:33]=[C:32]([C:31]([F:42])([F:41])[F:30])[CH:37]=3)[C:12]3[C:17]([CH:18]=2)=[CH:16][C:15]([C:19]([N:21]2[CH2:25][CH2:24][CH:23]([N:26]([CH3:27])[CH3:28])[CH2:22]2)=[O:20])=[CH:14][CH:13]=3)=[O:9])[CH2:4][CH2:3]1. The catalyst class is: 221. (4) Reactant: C[O:2][C:3]([C:5]1[C:13]([NH:14][C:15]2[CH:20]=[CH:19][C:18]([I:21])=[CH:17][C:16]=2[F:22])=[C:12]([F:23])[C:11]2[C:7](=[C:8]([CH3:25])[N:9]([CH3:24])[N:10]=2)[CH:6]=1)=[O:4].[Li+].[OH-]. Product: [F:23][C:12]1[C:11]2[C:7](=[C:8]([CH3:25])[N:9]([CH3:24])[N:10]=2)[CH:6]=[C:5]([C:3]([OH:4])=[O:2])[C:13]=1[NH:14][C:15]1[CH:20]=[CH:19][C:18]([I:21])=[CH:17][C:16]=1[F:22]. The catalyst class is: 20. (5) Reactant: [O:1]=[C:2]1[O:6][CH2:5][C@:4]2([CH2:10][CH2:9][C@@H:8]([C:11]3[CH:16]=[CH:15][C:14]([CH2:17][C:18]([O:20]C(C)(C)C)=O)=[CH:13][CH:12]=3)[CH2:7]2)[NH:3]1.F[C:26](F)(F)[C:27](O)=O.O=C1OC[C@]2(CC[C@@H](C3C=CC(CC(O)=O)=CC=3)C2)N1.C(Cl)(=O)C(Cl)=O.[Cl-].[Al+3].[Cl-].[Cl-].C1(=O)C2C(=CC=CC=2)CCC1. Product: [O:20]=[C:18]1[CH2:27][CH2:26][C:13]2[CH:12]=[C:11]([C@@H:8]3[CH2:9][CH2:10][C@@:4]4([NH:3][C:2](=[O:1])[O:6][CH2:5]4)[CH2:7]3)[CH:16]=[CH:15][C:14]=2[CH2:17]1. The catalyst class is: 59. (6) Reactant: [C:1]1([C:7]#[C:8][C:9]2[C:14]([C:15](=[O:17])[CH3:16])=[CH:13][CH:12]=[CH:11][N:10]=2)[CH:6]=[CH:5][CH:4]=[CH:3][CH:2]=1.[OH-].[Na+].O.C([O-])(O)=O.[Na+]. Product: [C:1]1([C:7]2[CH:16]=[C:15]([OH:17])[C:14]3[CH:13]=[CH:12][CH:11]=[N:10][C:9]=3[CH:8]=2)[CH:2]=[CH:3][CH:4]=[CH:5][CH:6]=1. The catalyst class is: 65. (7) Reactant: C[O:2][C:3](=[O:22])[CH2:4][CH2:5][N:6]1[C:11]2[CH:12]=[C:13]([Cl:17])[CH:14]=[C:15]([CH3:16])[C:10]=2[O:9][C@@H:8]([CH:18]([CH3:20])[CH3:19])[C:7]1=[O:21].[OH-].[Na+]. Product: [Cl:17][C:13]1[CH:14]=[C:15]([CH3:16])[C:10]2[O:9][C@@H:8]([CH:18]([CH3:20])[CH3:19])[C:7](=[O:21])[N:6]([CH2:5][CH2:4][C:3]([OH:22])=[O:2])[C:11]=2[CH:12]=1. The catalyst class is: 5.